Dataset: Catalyst prediction with 721,799 reactions and 888 catalyst types from USPTO. Task: Predict which catalyst facilitates the given reaction. (1) Reactant: [CH3:1][O:2][C:3]1[C:4](=[O:40])[C:5]([CH3:39])=[C:6]([CH2:12][C:13]2[CH:14]=[CH:15][C:16]([O:35]C(=O)C)=[C:17]([CH:34]=2)[C:18]([NH:20][C:21]2[CH:33]=[CH:32][C:24]([C:25]([O:27][C:28]([CH3:31])([CH3:30])[CH3:29])=[O:26])=[CH:23][CH:22]=2)=[O:19])[C:7](=[O:11])[C:8]=1[O:9][CH3:10].C(=O)([O-])O.[Na+]. Product: [CH3:1][O:2][C:3]1[C:4](=[O:40])[C:5]([CH3:39])=[C:6]([CH2:12][C:13]2[CH:14]=[CH:15][C:16]([OH:35])=[C:17]([CH:34]=2)[C:18]([NH:20][C:21]2[CH:33]=[CH:32][C:24]([C:25]([O:27][C:28]([CH3:31])([CH3:30])[CH3:29])=[O:26])=[CH:23][CH:22]=2)=[O:19])[C:7](=[O:11])[C:8]=1[O:9][CH3:10]. The catalyst class is: 24. (2) Reactant: [Si]([O:8][CH2:9][C:10]1[C:11]([F:22])=[C:12]([N:16]2[CH2:21][CH2:20][NH:19][CH2:18][CH2:17]2)[CH:13]=[CH:14][CH:15]=1)(C(C)(C)C)(C)C.ClCCCl.[CH2:27]([S:29](Cl)(=[O:31])=[O:30])[CH3:28].C(Cl)(Cl)Cl. Product: [CH2:27]([S:29]([N:19]1[CH2:18][CH2:17][N:16]([C:12]2[C:11]([F:22])=[C:10]([CH2:9][OH:8])[CH:15]=[CH:14][CH:13]=2)[CH2:21][CH2:20]1)(=[O:31])=[O:30])[CH3:28]. The catalyst class is: 6. (3) Reactant: [Cl:1][CH2:2][CH:3]1[C:11]2[C:10]3[CH:12]=[CH:13][C:14]([C:16]#[N:17])=[CH:15][C:9]=3[CH:8]=[CH:7][C:6]=2[N:5](C(OC(C)(C)C)=O)[CH2:4]1.[N+:25]([O-])([O-:27])=[O:26].[K+].N. Product: [Cl:1][CH2:2][CH:3]1[C:11]2[C:10]3[CH:12]=[CH:13][C:14]([C:16]#[N:17])=[CH:15][C:9]=3[C:8]([N+:25]([O-:27])=[O:26])=[CH:7][C:6]=2[NH:5][CH2:4]1. The catalyst class is: 82. (4) Reactant: Cl[C:2]1[CH:3]=[C:4]([CH:25]=[CH:26][N:27]=1)[C:5]([NH:7][C:8]1[S:9][C:10]2[C:16]([N:17]3[CH2:22][CH2:21][O:20][CH2:19][CH2:18]3)=[CH:15][CH:14]=[C:13]([O:23][CH3:24])[C:11]=2[N:12]=1)=[O:6].[H-].[Na+].[CH2:30]([OH:37])[C:31]1[CH:36]=[CH:35][CH:34]=[CH:33][CH:32]=1. Product: [CH2:30]([O:37][C:2]1[CH:3]=[C:4]([CH:25]=[CH:26][N:27]=1)[C:5]([NH:7][C:8]1[S:9][C:10]2[C:16]([N:17]3[CH2:22][CH2:21][O:20][CH2:19][CH2:18]3)=[CH:15][CH:14]=[C:13]([O:23][CH3:24])[C:11]=2[N:12]=1)=[O:6])[C:31]1[CH:36]=[CH:35][CH:34]=[CH:33][CH:32]=1. The catalyst class is: 12. (5) Reactant: [Cl:1][C:2]1[CH:3]=[CH:4][C:5]([O:31][CH3:32])=[C:6]([S:8]([NH:11][C:12]2[CH:13]=[C:14]([CH:28]=[CH:29][CH:30]=2)[C:15]([NH:17][C:18]2[CH:23]=[CH:22][C:21]([C:24](=[NH:27])[NH:25][OH:26])=[CH:20][CH:19]=2)=[O:16])(=[O:10])=[O:9])[CH:7]=1.N1C=CC=CC=1.C(C(CCCC)[CH2:42][O:43]C(Cl)=O)C. Product: [Cl:1][C:2]1[CH:3]=[CH:4][C:5]([O:31][CH3:32])=[C:6]([S:8]([NH:11][C:12]2[CH:13]=[C:14]([CH:28]=[CH:29][CH:30]=2)[C:15]([NH:17][C:18]2[CH:19]=[CH:20][C:21]([C:24]3[NH:27][C:42](=[O:43])[O:26][N:25]=3)=[CH:22][CH:23]=2)=[O:16])(=[O:10])=[O:9])[CH:7]=1. The catalyst class is: 35.